From a dataset of Catalyst prediction with 721,799 reactions and 888 catalyst types from USPTO. Predict which catalyst facilitates the given reaction. (1) Reactant: C(OP([CH2:9][C:10](=[O:19])[CH2:11][CH2:12][CH2:13][CH2:14][C:15]([O:17][CH3:18])=[O:16])(OCC)=O)C.[H-].[Na+].[CH:22]1([C:28]2[CH:43]=[CH:42][C:31]([CH2:32][O:33][C:34]3[CH:41]=[CH:40][CH:39]=[CH:38][C:35]=3[CH:36]=O)=[CH:30][CH:29]=2)[CH2:27][CH2:26][CH2:25][CH2:24][CH2:23]1.C(=O)C1C(=CC=CC=1)O.C1(C2C=CC(CCl)=CC=2)CCCCC1. Product: [CH:22]1([C:28]2[CH:43]=[CH:42][C:31]([CH2:32][O:33][C:34]3[CH:41]=[CH:40][CH:39]=[CH:38][C:35]=3/[CH:36]=[CH:9]/[C:10](=[O:19])[CH2:11][CH2:12][CH2:13][CH2:14][C:15]([O:17][CH3:18])=[O:16])=[CH:30][CH:29]=2)[CH2:23][CH2:24][CH2:25][CH2:26][CH2:27]1. The catalyst class is: 20. (2) Product: [F:12][C:8]1[CH:7]=[C:3]2[C:2](=[C:10]([CH3:11])[CH:9]=1)[N:1]=[C:24]([C:23]1[CH:22]=[CH:21][C:20]([N:17]3[CH2:16][CH2:15][N:14]([CH3:13])[CH2:19][CH2:18]3)=[CH:27][CH:26]=1)[NH:6][C:4]2=[O:5]. The catalyst class is: 60. Reactant: [NH2:1][C:2]1[C:10]([CH3:11])=[CH:9][C:8]([F:12])=[CH:7][C:3]=1[C:4]([NH2:6])=[O:5].[CH3:13][N:14]1[CH2:19][CH2:18][N:17]([C:20]2[CH:27]=[CH:26][C:23]([CH:24]=O)=[CH:22][CH:21]=2)[CH2:16][CH2:15]1.S(OS([O-])=O)([O-])=O.[Na+].[Na+]. (3) Reactant: [CH3:1][C:2]1[C:11]2[C:6](=[CH:7][CH:8]=[CH:9][CH:10]=2)[N:5]=[C:4]([NH:12][C@H:13]2[CH2:18][CH2:17][C@@H:16]([NH2:19])[CH2:15][CH2:14]2)[CH:3]=1.[F:20][C:21]([F:35])([F:34])[O:22][C:23]1[CH:33]=[CH:32][C:26]([O:27][CH2:28][C:29](O)=[O:30])=[CH:25][CH:24]=1.CCN(C(C)C)C(C)C.CN(C([O:52]N1N=NC2C=CC=NC1=2)=[N+](C)C)C.F[P-](F)(F)(F)(F)F.CN([CH:72]=[O:73])C. Product: [F:20][C:21]([F:35])([F:34])[C:72]([OH:73])=[O:52].[CH3:1][C:2]1[C:11]2[C:6](=[CH:7][CH:8]=[CH:9][CH:10]=2)[N:5]=[C:4]([NH:12][C@@H:13]2[CH2:18][CH2:17][C@H:16]([NH:19][C:29](=[O:30])[CH2:28][O:27][C:26]3[CH:32]=[CH:33][C:23]([O:22][C:21]([F:34])([F:20])[F:35])=[CH:24][CH:25]=3)[CH2:15][CH2:14]2)[CH:3]=1. The catalyst class is: 16. (4) Reactant: [C:1]1([CH2:7][N:8]([CH2:15][C:16]2[CH:21]=[CH:20][CH:19]=[CH:18][CH:17]=2)[CH:9]2[CH:14]3[CH:10]2[CH2:11][NH:12][CH2:13]3)[CH:6]=[CH:5][CH:4]=[CH:3][CH:2]=1.[CH:22]([C:24]1[C:25]([F:36])=[CH:26][N:27]=[C:28]2[C:33]=1[N:32]=[C:31]([O:34][CH3:35])[CH:30]=[CH:29]2)=[CH2:23]. Product: [F:36][C:25]1[CH:26]=[N:27][C:28]2[C:33]([C:24]=1[CH2:22][CH2:23][N:12]1[CH2:13][CH:14]3[CH:10]([CH:9]3[N:8]([CH2:7][C:1]3[CH:2]=[CH:3][CH:4]=[CH:5][CH:6]=3)[CH2:15][C:16]3[CH:21]=[CH:20][CH:19]=[CH:18][CH:17]=3)[CH2:11]1)=[N:32][C:31]([O:34][CH3:35])=[CH:30][CH:29]=2. The catalyst class is: 3. (5) Reactant: [NH2:1][C:2]1[CH:3]=[C:4]([C:8]2[C:17]3[C:12](=[C:13]([C:18]([F:21])([F:20])[F:19])[CH:14]=[CH:15][CH:16]=3)[N:11]=[CH:10][C:9]=2[C:22]([C:24]2[CH:29]=[CH:28][CH:27]=[CH:26][CH:25]=2)=[O:23])[CH:5]=[CH:6][CH:7]=1.[CH3:30][O:31][C:32](=[O:42])[CH2:33][C:34]1[CH:39]=[CH:38][C:37]([CH:40]=O)=[CH:36][CH:35]=1.[BH-](OC(C)=O)(OC(C)=O)OC(C)=O.[Na+].C(O)(=O)C. Product: [C:22]([C:9]1[CH:10]=[N:11][C:12]2[C:17]([C:8]=1[C:4]1[CH:3]=[C:2]([NH:1][CH2:40][C:37]3[CH:36]=[CH:35][C:34]([CH2:33][C:32]([O:31][CH3:30])=[O:42])=[CH:39][CH:38]=3)[CH:7]=[CH:6][CH:5]=1)=[CH:16][CH:15]=[CH:14][C:13]=2[C:18]([F:21])([F:19])[F:20])(=[O:23])[C:24]1[CH:25]=[CH:26][CH:27]=[CH:28][CH:29]=1. The catalyst class is: 1. (6) Reactant: [CH3:1][C:2]1[C:9]([C:10]2[S:11][C:12]([C:21](O)=[O:22])=[C:13]([C:15]3[CH:20]=[CH:19][CH:18]=[CH:17][CH:16]=3)[N:14]=2)=[C:5]2[S:6][CH:7]=[CH:8][N:4]2[N:3]=1.C1C=C[C:27]2[N:32]([OH:33])N=NC=2C=1.[CH3:34]CN=C=NCCCN(C)C. Product: [CH3:34][O:33][N:32]([CH3:27])[C:21]([C:12]1[S:11][C:10]([C:9]2[C:2]([CH3:1])=[N:3][N:4]3[CH:8]=[CH:7][S:6][C:5]=23)=[N:14][C:13]=1[C:15]1[CH:20]=[CH:19][CH:18]=[CH:17][CH:16]=1)=[O:22]. The catalyst class is: 3. (7) Reactant: [CH3:1][NH:2][C:3](=[O:5])[CH3:4].[H-].[Na+].[CH3:8][C:9]1([O:12][CH2:13][CH2:14]OS(C2C=CC(C)=CC=2)(=O)=O)[CH2:11][CH2:10]1. Product: [CH3:1][N:2]([CH2:14][CH2:13][O:12][C:9]1([CH3:8])[CH2:11][CH2:10]1)[C:3](=[O:5])[CH3:4]. The catalyst class is: 7. (8) Reactant: [CH2:1]([N:5]([CH2:41][CH2:42][CH2:43][CH3:44])[C:6]1[N:11]=[C:10]([C:12]2[CH:24]=[CH:23][C:22]([C:25](=[O:40])[NH:26][S:27]([C:30]3[CH:39]=[CH:38][C:37]4[C:32](=[CH:33][CH:34]=[CH:35][CH:36]=4)[CH:31]=3)(=[O:29])=[O:28])=[CH:21][C:13]=2[C:14]([O:16]C(C)(C)C)=[O:15])[CH:9]=[CH:8][N:7]=1)[CH2:2][CH2:3][CH3:4].C(O)(C(F)(F)F)=O. Product: [CH2:1]([N:5]([CH2:41][CH2:42][CH2:43][CH3:44])[C:6]1[N:11]=[C:10]([C:12]2[CH:24]=[CH:23][C:22]([C:25](=[O:40])[NH:26][S:27]([C:30]3[CH:39]=[CH:38][C:37]4[C:32](=[CH:33][CH:34]=[CH:35][CH:36]=4)[CH:31]=3)(=[O:28])=[O:29])=[CH:21][C:13]=2[C:14]([OH:16])=[O:15])[CH:9]=[CH:8][N:7]=1)[CH2:2][CH2:3][CH3:4]. The catalyst class is: 2. (9) Reactant: [CH:1]1([NH2:4])[CH2:3][CH2:2]1.[CH3:5][C:6]1[CH:13]=[CH:12][C:9]([CH:10]=O)=[C:8]([O:14][C@H:15]([CH2:17][CH:18]=[CH2:19])[CH3:16])[CH:7]=1.[BH4-].[Na+]. Product: [CH3:5][C:6]1[CH:13]=[CH:12][C:9]([CH2:10][NH:4][CH:1]2[CH2:3][CH2:2]2)=[C:8]([O:14][C@H:15]([CH2:17][CH:18]=[CH2:19])[CH3:16])[CH:7]=1. The catalyst class is: 5. (10) Reactant: [N:1]#[C:2]Br.C(=O)([O-])[O-].[Na+].[Na+].CN.[Br:12][C:13]1[CH:14]=[C:15](/[C:19](/[CH3:24])=[CH:20]/[C:21](Cl)=[O:22])[CH:16]=[CH:17][CH:18]=1.[CH:25]([N:28](CC)C(C)C)(C)C. Product: [Br:12][C:13]1[CH:14]=[C:15](/[C:19](/[CH3:24])=[CH:20]/[C:21]([N:28]([C:2]#[N:1])[CH3:25])=[O:22])[CH:16]=[CH:17][CH:18]=1. The catalyst class is: 1.